This data is from Reaction yield outcomes from USPTO patents with 853,638 reactions. The task is: Predict the reaction yield, written as a fraction of the theoretical maximum amount of product (1.0 means a 100% yield; for example, 0.34 means a 34% yield). The reactants are [OH:1][CH2:2][CH2:3][N:4]1[CH:12]=[N:11][C:10]2[C:5]1=[N:6][CH:7]=[N:8][C:9]=2[NH2:13].CC(C)[O-].[Mg+2].CC(C)[O-].CC(C)([O-])C.[Mg+2].CC(C)([O-])C.C1(C)C=CC(S(O[CH2:44][P:45](=[O:52])([O:49]CC)[O:46]CC)(=O)=O)=CC=1.Br[Si](C)(C)C. The catalyst is CN(C=O)C.O. The product is [P:45]([CH2:44][O:1][CH2:2][CH2:3][N:4]1[CH:12]=[N:11][C:10]2[C:5]1=[N:6][CH:7]=[N:8][C:9]=2[NH2:13])([OH:52])([OH:49])=[O:46]. The yield is 0.654.